Dataset: Reaction yield outcomes from USPTO patents with 853,638 reactions. Task: Predict the reaction yield, written as a fraction of the theoretical maximum amount of product (1.0 means a 100% yield; for example, 0.34 means a 34% yield). (1) The reactants are C([O:8][C:9]1[CH:14]=[C:13]([O:15]CC2C=CC=CC=2)[C:12]([CH:23]([CH3:25])[CH3:24])=[CH:11][C:10]=1[C:26]1[N:27]([C:32]2[CH:37]=[CH:36][C:35]([O:38][CH3:39])=[C:34]([N:40]([CH3:44])[CH2:41][CH2:42][CH3:43])[CH:33]=2)[C:28]([OH:31])=[N:29][N:30]=1)C1C=CC=CC=1. The catalyst is CO.[Pd]. The product is [OH:31][C:28]1[N:27]([C:32]2[CH:37]=[CH:36][C:35]([O:38][CH3:39])=[C:34]([N:40]([CH3:44])[CH2:41][CH2:42][CH3:43])[CH:33]=2)[C:26]([C:10]2[CH:11]=[C:12]([CH:23]([CH3:24])[CH3:25])[C:13]([OH:15])=[CH:14][C:9]=2[OH:8])=[N:30][N:29]=1. The yield is 0.940. (2) The reactants are [OH:1][C:2]1[CH:10]=[C:9]([N+:11]([O-:13])=[O:12])[CH:8]=[CH:7][C:3]=1[C:4](Cl)=[O:5].[OH:14][CH:15]1[CH2:20][CH2:19][O:18][CH2:17][CH2:16]1. The catalyst is C1COCC1.N1C=CC=CC=1.CN(C)C1C=CN=CC=1.O. The product is [O:18]1[CH2:19][CH2:20][CH:15]([O:14][C:4](=[O:5])[C:3]2[CH:7]=[CH:8][C:9]([N+:11]([O-:13])=[O:12])=[CH:10][C:2]=2[OH:1])[CH2:16][CH2:17]1. The yield is 0.290. (3) The reactants are [C:1]([C:4]1[CH:9]=[CH:8][C:7]([NH:10][C:11]([C:13]2[NH:14][CH:15]=[C:16]([C:18]#[N:19])[N:17]=2)=[O:12])=[C:6]([C:20]2[CH2:25][CH2:24][C:23]([CH3:27])([CH3:26])[CH2:22][CH:21]=2)[CH:5]=1)(=[O:3])[CH3:2].C[Mg+].[Br-].CO.[CH:33](Cl)(Cl)Cl. The catalyst is C1COCC1. The product is [CH3:26][C:23]1([CH3:27])[CH2:24][CH2:25][C:20]([C:6]2[CH:5]=[C:4]([C:1]([OH:3])([CH3:33])[CH3:2])[CH:9]=[CH:8][C:7]=2[NH:10][C:11]([C:13]2[NH:14][CH:15]=[C:16]([C:18]#[N:19])[N:17]=2)=[O:12])=[CH:21][CH2:22]1. The yield is 1.00. (4) The reactants are Cl.Cl.[F:3][C:4]([F:35])([F:34])[C:5]1[CH:33]=[CH:32][C:8]([CH2:9][N:10]2[CH2:31][CH2:30][C:13]3[NH:14][C:15]4[CH:16]=[CH:17][C:18]([C:21]([NH:23][CH:24]5[CH2:29][CH2:28][NH:27][CH2:26][CH2:25]5)=[O:22])=[CH:19][C:20]=4[C:12]=3[CH2:11]2)=[CH:7][CH:6]=1.Br.Br[CH2:38][C:39]1[CH:44]=[CH:43][N:42]=[CH:41][CH:40]=1.C(N(CC)CC)C.C(=O)(O)[O-].[Na+]. The catalyst is CN(C=O)C. The product is [N:42]1[CH:43]=[CH:44][C:39]([CH2:38][N:27]2[CH2:28][CH2:29][CH:24]([NH:23][C:21]([C:18]3[CH:17]=[CH:16][C:15]4[NH:14][C:13]5[CH2:30][CH2:31][N:10]([CH2:9][C:8]6[CH:32]=[CH:33][C:5]([C:4]([F:3])([F:34])[F:35])=[CH:6][CH:7]=6)[CH2:11][C:12]=5[C:20]=4[CH:19]=3)=[O:22])[CH2:25][CH2:26]2)=[CH:40][CH:41]=1. The yield is 0.600.